Dataset: Full USPTO retrosynthesis dataset with 1.9M reactions from patents (1976-2016). Task: Predict the reactants needed to synthesize the given product. (1) The reactants are: [CH2:1]([C:5]1[C:10]([CH2:11]Cl)=[CH:9][N:8]=[C:7]([C:13]2[CH:18]=[CH:17][C:16]([C:19]([F:22])([F:21])[F:20])=[CH:15][CH:14]=2)[N:6]=1)[CH2:2][CH2:3][CH3:4].[CH2:23]([O:25][C:26](=[O:39])[C:27]([O:30][C:31]1[CH:36]=[CH:35][C:34]([OH:37])=[CH:33][C:32]=1[CH3:38])([CH3:29])[CH3:28])[CH3:24].[H-].[Na+]. Given the product [CH2:23]([O:25][C:26](=[O:39])[C:27]([O:30][C:31]1[CH:36]=[CH:35][C:34]([O:37][CH2:11][C:10]2[C:5]([CH2:1][CH2:2][CH2:3][CH3:4])=[N:6][C:7]([C:13]3[CH:18]=[CH:17][C:16]([C:19]([F:22])([F:21])[F:20])=[CH:15][CH:14]=3)=[N:8][CH:9]=2)=[CH:33][C:32]=1[CH3:38])([CH3:28])[CH3:29])[CH3:24], predict the reactants needed to synthesize it. (2) Given the product [C:4]([O:8][C:9]([N:11]([C:26]([O:28][C:29]([CH3:32])([CH3:31])[CH3:30])=[O:27])[C:12]1[CH:17]=[C:16]([CH:18]=[O:1])[N:15]=[C:14]([C:20]([O:22][CH3:23])=[O:21])[C:13]=1[O:24][CH3:25])=[O:10])([CH3:5])([CH3:7])[CH3:6], predict the reactants needed to synthesize it. The reactants are: [O:1]=[O+][O-].[C:4]([O:8][C:9]([N:11]([C:26]([O:28][C:29]([CH3:32])([CH3:31])[CH3:30])=[O:27])[C:12]1[CH:17]=[C:16]([CH:18]=C)[N:15]=[C:14]([C:20]([O:22][CH3:23])=[O:21])[C:13]=1[O:24][CH3:25])=[O:10])([CH3:7])([CH3:6])[CH3:5].C1(P(C2C=CC=CC=2)C2C=CC=CC=2)C=CC=CC=1. (3) Given the product [CH:7]1[C:8]2[C:3](=[C:2]([N:12]3[CH2:17][CH2:16][O:15][CH2:14][CH2:13]3)[CH:11]=[CH:10][CH:9]=2)[CH:4]=[CH:5][N:6]=1, predict the reactants needed to synthesize it. The reactants are: Br[C:2]1[CH:11]=[CH:10][CH:9]=[C:8]2[C:3]=1[CH:4]=[CH:5][N:6]=[CH:7]2.[NH:12]1[CH2:17][CH2:16][O:15][CH2:14][CH2:13]1.C([O-])([O-])=O.[Cs+].[Cs+].